Dataset: Catalyst prediction with 721,799 reactions and 888 catalyst types from USPTO. Task: Predict which catalyst facilitates the given reaction. (1) Reactant: C(N(CC)CC)C.[C:8]([O:11][C:12]1[CH:22]=[CH:21][CH:20]=[CH:19][C:13]=1[CH:14]=[CH:15][C:16]([OH:18])=O)(=[O:10])[CH3:9].CCN=C=NCCCN(C)C.Cl.Cl.[NH2:36][C@H:37]([C:48]([O:50][CH3:51])=[O:49])[CH2:38][C:39]1[C:47]2[C:42](=[CH:43][CH:44]=[CH:45][CH:46]=2)[NH:41][CH:40]=1. Product: [C:8]([O:11][C:12]1[CH:22]=[CH:21][CH:20]=[CH:19][C:13]=1[CH:14]=[CH:15][C:16]([NH:36][C@H:37]([C:48]([O:50][CH3:51])=[O:49])[CH2:38][C:39]1[C:47]2[C:42](=[CH:43][CH:44]=[CH:45][CH:46]=2)[NH:41][CH:40]=1)=[O:18])(=[O:10])[CH3:9]. The catalyst class is: 2. (2) Reactant: N#N.[NH:3]1[C:7]2[CH:8]=[CH:9][CH:10]=[CH:11][C:6]=2[N:5]=[C:4]1[CH:12]([NH2:25])[CH2:13][C:14]1[CH:19]=[CH:18][C:17]([C:20]([F:23])([F:22])[F:21])=[C:16]([F:24])[CH:15]=1.[C:26](N1C=CN=C1)(N1C=CN=C1)=[O:27].O. Product: [F:24][C:16]1[CH:15]=[C:14]([CH:19]=[CH:18][C:17]=1[C:20]([F:21])([F:23])[F:22])[CH2:13][CH:12]1[C:4]2=[N:5][C:6]3[CH:11]=[CH:10][CH:9]=[CH:8][C:7]=3[N:3]2[C:26](=[O:27])[NH:25]1. The catalyst class is: 1. (3) Reactant: [OH:1][C:2]1[CH:7]=[CH:6][C:5]([C:8]2([C:11]([N:13]3[CH2:17][CH2:16][C:15]4([C:25]5[CH:24]=[CH:23][N:22]=[CH:21][C:20]=5[C:19](=[O:26])[O:18]4)[CH2:14]3)=[O:12])[CH2:10][CH2:9]2)=[CH:4][CH:3]=1.C(N(CC)CC)C.C1(P(C2C=CC=CC=2)C2C=CC=CC=2)C=CC=CC=1.N(C(OC(C)C)=O)=NC(OC(C)C)=O.[CH3:67][C:68]1([CH2:71]O)[CH2:70][CH2:69]1. Product: [CH3:67][C:68]1([CH2:71][O:1][C:2]2[CH:7]=[CH:6][C:5]([C:8]3([C:11]([N:13]4[CH2:17][CH2:16][C:15]5([C:25]6[CH:24]=[CH:23][N:22]=[CH:21][C:20]=6[C:19](=[O:26])[O:18]5)[CH2:14]4)=[O:12])[CH2:10][CH2:9]3)=[CH:4][CH:3]=2)[CH2:70][CH2:69]1. The catalyst class is: 7. (4) Reactant: Cl.[Cl:2][C:3]1[N:11]=[C:10]2[C:6]([N:7]=[C:8]([C:18]([OH:21])([CH3:20])[CH3:19])[N:9]2C2CCCCO2)=[C:5]([Cl:22])[N:4]=1. Product: [Cl:2][C:3]1[N:11]=[C:10]2[C:6]([N:7]=[C:8]([C:18]([OH:21])([CH3:20])[CH3:19])[NH:9]2)=[C:5]([Cl:22])[N:4]=1. The catalyst class is: 61. (5) Reactant: [CH2:1]([O:3][CH:4]([O:12][CH2:13][CH3:14])[CH2:5][O:6][CH2:7][CH2:8][CH2:9][CH2:10][OH:11])[CH3:2].[CH2:15]([C:17]1[CH:22]=[C:21]([O:23][C:24](=[O:31])[C:25]2[CH:30]=[CH:29][CH:28]=[CH:27][CH:26]=2)[CH:20]=[C:19]([CH2:32][CH3:33])[C:18]=1O)[CH3:16].C1(P(C2C=CC=CC=2)C2C=CC=CC=2)C=CC=CC=1.N(C(OC(C)C)=O)=NC(OC(C)C)=O. Product: [CH2:15]([C:17]1[CH:22]=[C:21]([O:23][C:24](=[O:31])[C:25]2[CH:30]=[CH:29][CH:28]=[CH:27][CH:26]=2)[CH:20]=[C:19]([CH2:32][CH3:33])[C:18]=1[O:11][CH2:10][CH2:9][CH2:8][CH2:7][O:6][CH2:5][CH:4]([O:3][CH2:1][CH3:2])[O:12][CH2:13][CH3:14])[CH3:16]. The catalyst class is: 7.